Dataset: Full USPTO retrosynthesis dataset with 1.9M reactions from patents (1976-2016). Task: Predict the reactants needed to synthesize the given product. (1) Given the product [Br:1][C:2]1[N:6]([C@@H:7]2[O:24][CH2:23][C@@H:18]([OH:19])[C@@H:13]([OH:14])[C@H:8]2[OH:9])[C:5]2[CH:25]=[C:26]([Cl:30])[C:27]([Cl:29])=[CH:28][C:4]=2[N:3]=1, predict the reactants needed to synthesize it. The reactants are: [Br:1][C:2]1[N:6]([C@@H:7]2[O:24][CH2:23][C@@H:18]([O:19]C(=O)C)[C@@H:13]([O:14]C(=O)C)[C@H:8]2[O:9]C(=O)C)[C:5]2[CH:25]=[C:26]([Cl:30])[C:27]([Cl:29])=[CH:28][C:4]=2[N:3]=1.[Li+].[OH-]. (2) Given the product [NH2:7][C@H:8]1[CH2:12][CH2:11][N:10]([C:13]2[C:22]3[C:17](=[CH:18][C:19]([CH3:23])=[CH:20][CH:21]=3)[N:16]=[C:15]([C:24]3[CH:29]=[CH:28][CH:27]=[CH:26][C:25]=3[OH:30])[N:14]=2)[CH2:9]1, predict the reactants needed to synthesize it. The reactants are: C(OC(=O)[NH:7][C@H:8]1[CH2:12][CH2:11][N:10]([C:13]2[C:22]3[C:17](=[CH:18][C:19]([CH3:23])=[CH:20][CH:21]=3)[N:16]=[C:15]([C:24]3[CH:29]=[CH:28][CH:27]=[CH:26][C:25]=3[OH:30])[N:14]=2)[CH2:9]1)(C)(C)C.C(O)(C(F)(F)F)=O.